This data is from HIV replication inhibition screening data with 41,000+ compounds from the AIDS Antiviral Screen. The task is: Binary Classification. Given a drug SMILES string, predict its activity (active/inactive) in a high-throughput screening assay against a specified biological target. (1) The result is 0 (inactive). The molecule is CN(C)c1ccc(-c2nnc3c(c(=O)n(C)c(=O)n3C)[n+]2[O-])cc1. (2) The compound is CCOC(=O)C(=Cc1cccc(Br)c1)P(=O)(OCC)OCC. The result is 0 (inactive). (3) The molecule is CSC(=NCCc1c[nH]c2ccccc12)NC#N. The result is 0 (inactive). (4) The compound is C=C1CN(S(=O)(=O)c2ccc(C)cc2)CCCN(CC(C)CC)CCCN(S(=O)(=O)c2ccc(C)cc2)C1.Cl. The result is 0 (inactive). (5) The molecule is C=C(O)c1ccccc1C#Cc1ccccc1C(=O)OC. The result is 0 (inactive). (6) The compound is CCSC1=C(C)N(C=NC(C)(C)C)CC1. The result is 0 (inactive). (7) The drug is O=C(Nc1ccccc1)OCC1OCOC(COC(=O)Nc2ccccc2)C1OC(=O)Nc1ccccc1. The result is 0 (inactive). (8) The molecule is O=NN1C(c2ccccc2)CC(=NO)CC1c1ccccc1. The result is 0 (inactive). (9) The compound is NC(=S)Nc1cc(Cl)ccc1Cl. The result is 0 (inactive).